From a dataset of Full USPTO retrosynthesis dataset with 1.9M reactions from patents (1976-2016). Predict the reactants needed to synthesize the given product. (1) Given the product [O-:1][N+:2]1[C:7]2[CH:8]=[CH:9][CH:10]=[CH:11][C:6]=2[N+:5]([O-:12])=[C:4]([NH:13][CH2:14][CH2:15][CH2:16][NH:17][C:23]([C:25]2[C:38]3[C:29](=[CH:30][C:31]4[C:36]([N:37]=3)=[CH:35][CH:34]=[CH:33][CH:32]=4)[CH:28]=[CH:27][CH:26]=2)=[O:24])[N:3]=1, predict the reactants needed to synthesize it. The reactants are: [O-:1][N+:2]1[C:7]2[CH:8]=[CH:9][CH:10]=[CH:11][C:6]=2[N+:5]([O-:12])=[C:4]([NH:13][CH2:14][CH2:15][CH2:16][NH2:17])[N:3]=1.N1([C:23]([C:25]2[C:38]3[C:29](=[CH:30][C:31]4[C:36]([N:37]=3)=[CH:35][CH:34]=[CH:33][CH:32]=4)[CH:28]=[CH:27][CH:26]=2)=[O:24])C=CN=C1. (2) Given the product [OH:19][CH2:18][CH2:17][C@@H:10]1[CH2:9][N:8]([C:6]([O:5][C:1]([CH3:4])([CH3:2])[CH3:3])=[O:7])[C@H:12]([C:13]([O:15][CH3:16])=[O:14])[CH2:11]1, predict the reactants needed to synthesize it. The reactants are: [C:1]([O:5][C:6]([N:8]1[C@H:12]([C:13]([O:15][CH3:16])=[O:14])[CH2:11][C@H:10]([CH2:17][C:18](O)=[O:19])[CH2:9]1)=[O:7])([CH3:4])([CH3:3])[CH3:2]. (3) Given the product [NH2:1][C:2]1[C:6]2=[N:7][CH:8]=[CH:9][CH:10]=[C:5]2[C:4]([C:21]2[CH:22]=[C:23]([C:31]3[CH:32]=[CH:33][CH:34]=[CH:35][C:30]=3[F:29])[C:24]([OH:27])=[CH:25][CH:26]=2)([C:11]2[CH:16]=[CH:15][N:14]=[C:13]([C:17]([F:20])([F:19])[F:18])[CH:12]=2)[N:3]=1, predict the reactants needed to synthesize it. The reactants are: [NH2:1][C:2]1[C:6]2=[N:7][CH:8]=[CH:9][CH:10]=[C:5]2[C:4]([C:21]2[CH:26]=[CH:25][C:24]([OH:27])=[C:23](Br)[CH:22]=2)([C:11]2[CH:16]=[CH:15][N:14]=[C:13]([C:17]([F:20])([F:19])[F:18])[CH:12]=2)[N:3]=1.[F:29][C:30]1[CH:35]=[CH:34][CH:33]=[CH:32][C:31]=1B(O)O. (4) Given the product [CH2:1]([N:3]1[C:7]2[CH:8]=[CH:9][C:10]([C:12](=[O:14])[CH2:31][C:30]([O:29][CH2:27][CH3:28])=[O:35])=[CH:11][C:6]=2[N:5]=[N:4]1)[CH3:2], predict the reactants needed to synthesize it. The reactants are: [CH2:1]([N:3]1[C:7]2[CH:8]=[CH:9][C:10]([C:12]([OH:14])=O)=[CH:11][C:6]=2[N:5]=[N:4]1)[CH3:2].C1N=CN(C(N2C=NC=C2)=O)C=1.[CH2:27]([O:29][C:30](=[O:35])[CH2:31]C(O)=O)[CH3:28].[K].CCN(CC)CC.[Mg+2].[Cl-].[Cl-]. (5) Given the product [C:17]([O:20][CH2:21][C:22]1[C:23]([N:31]2[CH2:42][CH2:41][N:40]3[C:33](=[CH:34][C:35]4[CH2:36][C:37]([CH3:44])([CH3:43])[CH2:38][C:39]=43)[C:32]2=[O:45])=[N:24][CH:25]=[CH:26][C:27]=1[C:2]1[CH:3]=[C:4]([NH:10][C:11]2[N:12]=[CH:13][N:14]([CH3:16])[CH:15]=2)[C:5](=[O:9])[N:6]([CH3:8])[CH:7]=1)(=[O:19])[CH3:18], predict the reactants needed to synthesize it. The reactants are: Br[C:2]1[CH:3]=[C:4]([NH:10][C:11]2[N:12]=[CH:13][N:14]([CH3:16])[CH:15]=2)[C:5](=[O:9])[N:6]([CH3:8])[CH:7]=1.[C:17]([O:20][CH2:21][C:22]1[C:23]([N:31]2[CH2:42][CH2:41][N:40]3[C:33](=[CH:34][C:35]4[CH2:36][C:37]([CH3:44])([CH3:43])[CH2:38][C:39]=43)[C:32]2=[O:45])=[N:24][CH:25]=[CH:26][C:27]=1B(O)O)(=[O:19])[CH3:18].[O-]P([O-])([O-])=O.[K+].[K+].[K+].C([O-])(=O)C.[Na+]. (6) Given the product [CH3:1][O:2][C:3]1[CH:4]=[C:5]2[C:10](=[CH:11][C:12]=1[O:13][CH3:14])[N:9]=[CH:8][CH:7]=[C:6]2[S:15][C:16]1[S:20][C:19]([NH:21][C:29]([NH:30][C:31]2[S:32][CH:33]=[CH:34][N:35]=2)=[O:28])=[CH:18][CH:17]=1, predict the reactants needed to synthesize it. The reactants are: [CH3:1][O:2][C:3]1[CH:4]=[C:5]2[C:10](=[CH:11][C:12]=1[O:13][CH3:14])[N:9]=[CH:8][CH:7]=[C:6]2[S:15][C:16]1[S:20][C:19]([NH2:21])=[CH:18][CH:17]=1.C1([O:28][C:29](=O)[NH:30][C:31]2[S:32][CH:33]=[CH:34][N:35]=2)C=CC=CC=1.C(OCC)(=O)C.O.